The task is: Regression. Given a peptide amino acid sequence and an MHC pseudo amino acid sequence, predict their binding affinity value. This is MHC class I binding data.. This data is from Peptide-MHC class I binding affinity with 185,985 pairs from IEDB/IMGT. (1) The peptide sequence is KYFVRSTEK. The MHC is HLA-B27:05 with pseudo-sequence HLA-B27:05. The binding affinity (normalized) is 0.0847. (2) The peptide sequence is YTDGSCNKQS. The MHC is Mamu-A01 with pseudo-sequence Mamu-A01. The binding affinity (normalized) is 0.212. (3) The peptide sequence is KMLDPRQGL. The MHC is HLA-B46:01 with pseudo-sequence HLA-B46:01. The binding affinity (normalized) is 0.0847. (4) The peptide sequence is KDTWLDARM. The MHC is HLA-B51:01 with pseudo-sequence HLA-B51:01. The binding affinity (normalized) is 0. (5) The peptide sequence is SELPQWLSANR. The MHC is HLA-B57:01 with pseudo-sequence HLA-B57:01. The binding affinity (normalized) is 0. (6) The peptide sequence is RWRVYLRRK. The MHC is HLA-B08:02 with pseudo-sequence HLA-B08:02. The binding affinity (normalized) is 0.0847.